From a dataset of Reaction yield outcomes from USPTO patents with 853,638 reactions. Predict the reaction yield, written as a fraction of the theoretical maximum amount of product (1.0 means a 100% yield; for example, 0.34 means a 34% yield). (1) The yield is 0.370. The product is [F:1][C:2]1[CH:7]=[C:6]([N+:8]([O-:10])=[O:9])[CH:5]=[C:4]([S:13]([CH3:12])(=[O:15])=[O:14])[CH:3]=1. The catalyst is CN(C=O)C.[Cu]I. The reactants are [F:1][C:2]1[CH:7]=[C:6]([N+:8]([O-:10])=[O:9])[CH:5]=[C:4](I)[CH:3]=1.[CH3:12][S:13]([O-:15])=[O:14].[Na+].C(OCC)(=O)C.O. (2) The reactants are Cl[C:2]1[N:3]=[C:4]2[C:9](=[CH:10][CH:11]=1)[N:8]=[CH:7][C:6]1[CH:12]=[CH:13][C:14](=[O:26])[N:15]([C:16]3[CH:21]=[CH:20][CH:19]=[C:18]([C:22]([F:25])([F:24])[F:23])[CH:17]=3)[C:5]2=1.[O:27]1[CH2:32][CH2:31][N:30]([C:33]2[N:38]=[CH:37][C:36](OB(O)O)=[CH:35][CH:34]=2)[CH2:29][CH2:28]1.CC1(C)C(C)(C)OB(C2C=CC(N)=NC=2)O1. No catalyst specified. The product is [O:27]1[CH2:32][CH2:31][N:30]([C:33]2[N:38]=[CH:37][C:36]([C:2]3[N:3]=[C:4]4[C:9](=[CH:10][CH:11]=3)[N:8]=[CH:7][C:6]3[CH:12]=[CH:13][C:14](=[O:26])[N:15]([C:16]5[CH:21]=[CH:20][CH:19]=[C:18]([C:22]([F:24])([F:23])[F:25])[CH:17]=5)[C:5]4=3)=[CH:35][CH:34]=2)[CH2:29][CH2:28]1. The yield is 0.388. (3) The reactants are [CH3:1][C:2]1[CH:7]=[C:6]([C:8]2[N:12](C3CCCCO3)[CH:11]=[N:10][N:9]=2)[CH:5]=[CH:4][C:3]=1[C:19]1[N:24]=[C:23]2[NH:25][C:26](=[O:29])[CH2:27][NH:28][C:22]2=[N:21][CH:20]=1.CC1C=C(C2N(C3CCCCO3)C=NN=2)C=CC=1B1OC(C)(C)C(C)(C)O1.FC(F)(F)C(O)=O.BrC1N=C2NC(=O)CNC2=NC=1.[Cl:76]CCl.C(=O)([O-])[O-].[Na+].[Na+]. The catalyst is C1C=CC(P(C2C=CC=CC=2)[C-]2C=CC=C2)=CC=1.C1C=CC(P(C2C=CC=CC=2)[C-]2C=CC=C2)=CC=1.Cl[Pd]Cl.[Fe+2].C(O)(C)C.O1CCOCC1. The product is [ClH:76].[CH3:1][C:2]1[CH:7]=[C:6]([C:8]2[NH:12][CH:11]=[N:10][N:9]=2)[CH:5]=[CH:4][C:3]=1[C:19]1[N:24]=[C:23]2[NH:25][C:26](=[O:29])[CH2:27][NH:28][C:22]2=[N:21][CH:20]=1. The yield is 0.150. (4) The reactants are Br[C:2]1[CH:3]=[CH:4][C:5]([N+:8]([O-])=O)=[N:6][CH:7]=1.[CH3:11][CH:12]1[CH2:17][NH:16][CH2:15][CH:14]([CH3:18])[NH:13]1.C(=O)([O-])[O-].[K+].[K+].C(N(CC)CC)C.[C:32](O[C:32]([O:34][C:35]([CH3:38])([CH3:37])[CH3:36])=[O:33])([O:34][C:35]([CH3:38])([CH3:37])[CH3:36])=[O:33]. The catalyst is [I-].C([N+](CCCC)(CCCC)CCCC)CCC.CS(C)=O.ClCCl.C1COCC1.[Ni]. The product is [C:35]([O:34][C:32]([N:13]1[CH:14]([CH3:18])[CH2:15][N:16]([C:2]2[CH:7]=[N:6][C:5]([NH2:8])=[CH:4][CH:3]=2)[CH2:17][CH:12]1[CH3:11])=[O:33])([CH3:38])([CH3:37])[CH3:36]. The yield is 0.267. (5) The reactants are [C:1]([O:5][C:6](=[O:35])[CH2:7][CH2:8][C:9]1[CH:14]=[CH:13][C:12]([O:15][Si:16]([C:29]([CH3:32])([CH3:31])[CH3:30])([C:23]2[CH:28]=[CH:27][CH:26]=[CH:25][CH:24]=2)[C:17]2[CH:22]=[CH:21][CH:20]=[CH:19][CH:18]=2)=[CH:11][C:10]=1[CH2:33]O)([CH3:4])([CH3:3])[CH3:2].C1(P(C2C=CC=CC=2)C2C=CC=CC=2)C=CC=CC=1.C(Br)(Br)(Br)[Br:56]. The catalyst is C1COCC1. The product is [C:1]([O:5][C:6](=[O:35])[CH2:7][CH2:8][C:9]1[CH:14]=[CH:13][C:12]([O:15][Si:16]([C:29]([CH3:32])([CH3:31])[CH3:30])([C:23]2[CH:28]=[CH:27][CH:26]=[CH:25][CH:24]=2)[C:17]2[CH:22]=[CH:21][CH:20]=[CH:19][CH:18]=2)=[CH:11][C:10]=1[CH2:33][Br:56])([CH3:4])([CH3:3])[CH3:2]. The yield is 0.860.